The task is: Regression. Given a peptide amino acid sequence and an MHC pseudo amino acid sequence, predict their binding affinity value. This is MHC class II binding data.. This data is from Peptide-MHC class II binding affinity with 134,281 pairs from IEDB. (1) The peptide sequence is AASGAATVAAGGYKV. The MHC is HLA-DQA10501-DQB10201 with pseudo-sequence HLA-DQA10501-DQB10201. The binding affinity (normalized) is 0. (2) The peptide sequence is KKLVSGWNSITVMPLLC. The MHC is DRB1_0801 with pseudo-sequence DRB1_0801. The binding affinity (normalized) is 0.495. (3) The peptide sequence is AFKVATTAANAAPAN. The MHC is DRB1_0401 with pseudo-sequence DRB1_0401. The binding affinity (normalized) is 0.389. (4) The MHC is DRB4_0101 with pseudo-sequence DRB4_0103. The binding affinity (normalized) is 0.637. The peptide sequence is QQLLFIHFRIGCRHSRIG. (5) The peptide sequence is AFKVAATANNAAPAN. The MHC is DRB1_0901 with pseudo-sequence DRB1_0901. The binding affinity (normalized) is 0.599. (6) The peptide sequence is SEPGKYTAYEGQRVVF. The MHC is HLA-DQA10501-DQB10301 with pseudo-sequence HLA-DQA10501-DQB10301. The binding affinity (normalized) is 0.494.